Predict the reactants needed to synthesize the given product. From a dataset of Full USPTO retrosynthesis dataset with 1.9M reactions from patents (1976-2016). (1) Given the product [Cl:17][C:16]1[CH:15]=[C:14]2[C:9]([CH2:10][CH2:11][N:12]([C:18]([O:20][C:21]([CH3:22])([CH3:24])[CH3:23])=[O:19])[CH2:13]2)=[CH:8][C:7]=1[N:4]1[CH2:5][CH2:6][C@H:2]([NH:1][S:34](/[CH:33]=[CH:32]/[C:30]2[S:31][C:27]([Cl:26])=[CH:28][CH:29]=2)(=[O:36])=[O:35])[C:3]1=[O:25], predict the reactants needed to synthesize it. The reactants are: [NH2:1][C@H:2]1[CH2:6][CH2:5][N:4]([C:7]2[CH:8]=[C:9]3[C:14](=[CH:15][C:16]=2[Cl:17])[CH2:13][N:12]([C:18]([O:20][C:21]([CH3:24])([CH3:23])[CH3:22])=[O:19])[CH2:11][CH2:10]3)[C:3]1=[O:25].[Cl:26][C:27]1[S:31][C:30](/[CH:32]=[CH:33]/[S:34](Cl)(=[O:36])=[O:35])=[CH:29][CH:28]=1. (2) Given the product [CH:1]([O:4][C:5]([N:7]1[CH2:12][CH2:11][CH:10]([O:13][N:14]=[C:15]2[CH2:20][CH2:19][N:18]([C:21]3[CH:26]=[C:25]([NH2:27])[C:24]([NH2:28])=[CH:23][C:22]=3[F:31])[CH2:17][CH2:16]2)[CH2:9][CH2:8]1)=[O:6])([CH3:3])[CH3:2], predict the reactants needed to synthesize it. The reactants are: [CH:1]([O:4][C:5]([N:7]1[CH2:12][CH2:11][CH:10]([O:13][N:14]=[C:15]2[CH2:20][CH2:19][N:18]([C:21]3[CH:26]=[C:25]([NH2:27])[C:24]([N+:28]([O-])=O)=[CH:23][C:22]=3[F:31])[CH2:17][CH2:16]2)[CH2:9][CH2:8]1)=[O:6])([CH3:3])[CH3:2].[O-]S([O-])(=S)=O.[Na+].[Na+]. (3) Given the product [N:25]1([CH2:2][C:3]2[CH:8]=[CH:7][C:6]([CH2:9][CH2:10][N:11]3[CH:16]=[CH:15][C:14]([O:17][CH2:18][C:19]4[CH:23]=[CH:22][S:21][CH:20]=4)=[CH:13][C:12]3=[O:24])=[CH:5][CH:4]=2)[CH2:29][CH2:28][CH2:27][CH2:26]1, predict the reactants needed to synthesize it. The reactants are: Br[CH2:2][C:3]1[CH:8]=[CH:7][C:6]([CH2:9][CH2:10][N:11]2[CH:16]=[CH:15][C:14]([O:17][CH2:18][C:19]3[CH:23]=[CH:22][S:21][CH:20]=3)=[CH:13][C:12]2=[O:24])=[CH:5][CH:4]=1.[NH:25]1[CH2:29][CH2:28][CH2:27][CH2:26]1. (4) Given the product [Cl:1][C:2]1[CH:3]=[C:4]2[C:14](=[CH:15][CH:16]=1)[C:8]1([CH2:9][CH2:10][O:11][CH2:12][CH2:13]1)[C:7](=[O:17])[C:6]([C:18]([NH:20][C:21]([CH3:22])([C:23]([OH:25])=[O:24])[CH3:30])=[O:19])=[C:5]2[OH:31], predict the reactants needed to synthesize it. The reactants are: [Cl:1][C:2]1[CH:3]=[C:4]2[C:14](=[CH:15][CH:16]=1)[C:8]1([CH2:13][CH2:12][O:11][CH2:10][CH2:9]1)[C:7](=[O:17])[C:6]([C:18]([NH:20][C:21]([CH3:30])([C:23]([O:25]C(C)(C)C)=[O:24])[CH3:22])=[O:19])=[C:5]2[OH:31]. (5) Given the product [F:1][C:2]1[CH:7]=[CH:6][C:5]([S:8]([CH2:13][C:14]2[CH:19]=[CH:18][C:17]([I:20])=[CH:16][CH:15]=2)(=[O:10])=[O:9])=[CH:4][CH:3]=1, predict the reactants needed to synthesize it. The reactants are: [F:1][C:2]1[CH:7]=[CH:6][C:5]([S:8]([O-:10])=[O:9])=[CH:4][CH:3]=1.[Na+].Br[CH2:13][C:14]1[CH:19]=[CH:18][C:17]([I:20])=[CH:16][CH:15]=1.